Task: Predict the reactants needed to synthesize the given product.. Dataset: Full USPTO retrosynthesis dataset with 1.9M reactions from patents (1976-2016) Given the product [C:1]([O:5][C:6]([N:8]1[CH2:13][CH2:12][N:11]([C:14]2[N:15]=[C:16]([C:33]3[CH:32]=[CH:31][N:30]=[C:29]([Cl:28])[CH:34]=3)[CH:17]=[C:18]([S:20]([CH3:23])(=[O:22])=[O:21])[CH:19]=2)[CH2:10][CH2:9]1)=[O:7])([CH3:4])([CH3:3])[CH3:2], predict the reactants needed to synthesize it. The reactants are: [C:1]([O:5][C:6]([N:8]1[CH2:13][CH2:12][N:11]([C:14]2[CH:19]=[C:18]([S:20]([CH3:23])(=[O:22])=[O:21])[CH:17]=[C:16](Br)[N:15]=2)[CH2:10][CH2:9]1)=[O:7])([CH3:4])([CH3:3])[CH3:2].C(Cl)Cl.[Cl:28][C:29]1(B(O)O)[CH:34]=[CH:33][CH:32]=[CH:31][NH:30]1.C([O-])([O-])=O.[Na+].[Na+].